Dataset: Forward reaction prediction with 1.9M reactions from USPTO patents (1976-2016). Task: Predict the product of the given reaction. (1) Given the reactants C([O:8][CH2:9][CH2:10][CH2:11][O:12][C:13]1[C:18]2[B:19]([OH:26])[O:20][CH:21]([CH2:22][N+:23]([O-:25])=[O:24])[C:17]=2[CH:16]=[C:15]([Cl:27])[CH:14]=1)C1C=CC=CC=1.Cl.[H][H], predict the reaction product. The product is: [Cl:27][C:15]1[CH:14]=[C:13]([O:12][CH2:11][CH2:10][CH2:9][OH:8])[C:18]2[B:19]([OH:26])[O:20][CH:21]([CH2:22][N+:23]([O-:25])=[O:24])[C:17]=2[CH:16]=1. (2) The product is: [CH3:1][N:2]([CH3:3])[CH:17]([CH:14]1[CH2:15][CH2:16][N:11]([CH2:10][C:9]2[CH:19]=[CH:20][C:6]([O:5][CH3:4])=[CH:7][CH:8]=2)[CH2:12][CH2:13]1)[C:21]#[N:22]. Given the reactants [CH3:1][NH:2][CH3:3].[CH3:4][O:5][C:6]1[CH:20]=[CH:19][C:9]([CH2:10][N:11]2[CH2:16][CH2:15][CH:14]([CH:17]=O)[CH2:13][CH2:12]2)=[CH:8][CH:7]=1.[C-:21]#[N:22].[K+].Cl, predict the reaction product. (3) Given the reactants [Br:1][C:2]1[CH:3]=[C:4]([C:9]([O:11][CH3:12])=[O:10])[CH:5]=[N:6][C:7]=1I.[CH3:13]B1OB(C)OB(C)O1.C(Cl)Cl.C(=O)([O-])[O-].[K+].[K+], predict the reaction product. The product is: [Br:1][C:2]1[CH:3]=[C:4]([C:9]([O:11][CH3:12])=[O:10])[CH:5]=[N:6][C:7]=1[CH3:13]. (4) Given the reactants [OH:1][CH:2]1[CH2:7][CH2:6][NH:5][CH2:4][CH2:3]1.C([O-])([O-])=O.[K+].[K+].Br[CH:15]([CH3:17])[CH3:16], predict the reaction product. The product is: [CH:15]([N:5]1[CH2:6][CH2:7][CH:2]([OH:1])[CH2:3][CH2:4]1)([CH3:17])[CH3:16]. (5) Given the reactants [Br:1][C:2]1[CH:7]=[CH:6][C:5]([C:8]2[O:12][N:11]=[C:10]([CH3:13])[C:9]=2[CH:14]([OH:18])[CH2:15][CH:16]=[CH2:17])=[CH:4][CH:3]=1.I[C:20]1[CH:25]=[CH:24][CH:23]=[CH:22][CH:21]=1.C(N(CC)CC)C, predict the reaction product. The product is: [Br:1][C:2]1[CH:3]=[CH:4][C:5]([C:8]2[O:12][N:11]=[C:10]([CH3:13])[C:9]=2[CH:14]([OH:18])[CH2:15]/[CH:16]=[CH:17]/[C:20]2[CH:25]=[CH:24][CH:23]=[CH:22][CH:21]=2)=[CH:6][CH:7]=1.